This data is from Forward reaction prediction with 1.9M reactions from USPTO patents (1976-2016). The task is: Predict the product of the given reaction. (1) Given the reactants Cl[C:2]([O:4][CH3:5])=[O:3].[C:6]([OH:14])(=[O:13])/[C:7](=[C:9](\[CH:11]=[O:12])/[Br:10])/[Br:8].C(N(C(C)C)CC)(C)C, predict the reaction product. The product is: [CH3:5][O:4][C:2]([O:12][CH:11]1[O:14][C:6](=[O:13])[C:7]([Br:8])=[C:9]1[Br:10])=[O:3]. (2) Given the reactants [OH:1][CH2:2][CH2:3][CH2:4][N:5]1[C:13]2[C:12]([O:14][CH3:15])=[N:11][C:10]([N:16]3[CH:20]=[C:19]([C:21]([O:23][CH2:24][CH3:25])=[O:22])[CH:18]=[N:17]3)=[N:9][C:8]=2[CH:7]=[N:6]1.[CH:26]1([C:32]2[CH:37]=[CH:36][C:35](O)=[CH:34][CH:33]=2)[CH2:31][CH2:30][CH2:29][CH2:28][CH2:27]1.C1(P(C2C=CC=CC=2)C2C=CC=CC=2)C=CC=CC=1.N(C(N(C)C)=O)=NC(N(C)C)=O, predict the reaction product. The product is: [CH:32]1([C:26]2[CH:27]=[CH:28][C:29]([O:1][CH2:2][CH2:3][CH2:4][N:5]3[C:13]4[C:12]([O:14][CH3:15])=[N:11][C:10]([N:16]5[CH:20]=[C:19]([C:21]([O:23][CH2:24][CH3:25])=[O:22])[CH:18]=[N:17]5)=[N:9][C:8]=4[CH:7]=[N:6]3)=[CH:30][CH:31]=2)[CH2:33][CH2:34][CH2:35][CH2:36][CH2:37]1. (3) Given the reactants [CH3:1][C:2]1[CH:6]=[CH:5][O:4][C:3]=1[CH:7]=[C:8]1[C:16]2[C:11](=[CH:12][CH:13]=[CH:14][CH:15]=2)[NH:10][C:9]1=[O:17].C1C(=O)N([Br:25])C(=O)C1.O, predict the reaction product. The product is: [Br:25][C:5]1[O:4][C:3]([CH:7]=[C:8]2[C:16]3[C:11](=[CH:12][CH:13]=[CH:14][CH:15]=3)[NH:10][C:9]2=[O:17])=[C:2]([CH3:1])[CH:6]=1.